Dataset: Reaction yield outcomes from USPTO patents with 853,638 reactions. Task: Predict the reaction yield, written as a fraction of the theoretical maximum amount of product (1.0 means a 100% yield; for example, 0.34 means a 34% yield). (1) The reactants are [C:1]1([C:7]2[N:12]3[N:13]=[C:14]([NH:16][C:17]4[CH:25]=[C:24]5[C:20]([C:21]([NH2:26])=[N:22][NH:23]5)=[CH:19][CH:18]=4)[N:15]=[C:11]3[CH:10]=[CH:9][CH:8]=2)[CH:6]=[CH:5][CH:4]=[CH:3][CH:2]=1.O=[C:28]1[CH2:33][CH2:32][N:31]([C:34]([O:36][C:37]([CH3:40])([CH3:39])[CH3:38])=[O:35])[CH2:30][CH2:29]1.C([BH3-])#N.[Na+].C(#N)C. The catalyst is C(O)(=O)C.CO.O. The product is [C:1]1([C:7]2[N:12]3[N:13]=[C:14]([NH:16][C:17]4[CH:25]=[C:24]5[C:20]([C:21]([NH:26][CH:28]6[CH2:33][CH2:32][N:31]([C:34]([O:36][C:37]([CH3:40])([CH3:39])[CH3:38])=[O:35])[CH2:30][CH2:29]6)=[N:22][NH:23]5)=[CH:19][CH:18]=4)[N:15]=[C:11]3[CH:10]=[CH:9][CH:8]=2)[CH:2]=[CH:3][CH:4]=[CH:5][CH:6]=1. The yield is 0.130. (2) The reactants are [F:1][C:2]1[CH:7]=[CH:6][CH:5]=[CH:4][C:3]=1[C:8]1[NH:12][CH:11]=[C:10]([CH:13]=[O:14])[CH:9]=1.[H-].[Na+].C1OCCOCCOCCOCCOC1.[Cl:32][C:33]1[N:38]=[CH:37][C:36]([S:39](Cl)(=[O:41])=[O:40])=[CH:35][CH:34]=1. The catalyst is O1CCCC1.O. The product is [Cl:32][C:33]1[N:38]=[CH:37][C:36]([S:39]([N:12]2[C:8]([C:3]3[CH:4]=[CH:5][CH:6]=[CH:7][C:2]=3[F:1])=[CH:9][C:10]([CH:13]=[O:14])=[CH:11]2)(=[O:41])=[O:40])=[CH:35][CH:34]=1. The yield is 0.660. (3) The reactants are [Cl:1][C:2]1[C:3]([CH3:14])=[C:4](I)[C:5]([O:11][CH3:12])=[C:6]([C:8](=[O:10])[CH3:9])[CH:7]=1.[OH:15][CH:16]1[CH2:21][CH2:20][NH:19][CH2:18][CH2:17]1.C(O)CO.P([O-])([O-])([O-])=O.[K+].[K+].[K+]. The yield is 0.110. The product is [Cl:1][C:2]1[C:3]([CH3:14])=[C:4]([N:19]2[CH2:20][CH2:21][CH:16]([OH:15])[CH2:17][CH2:18]2)[C:5]([O:11][CH3:12])=[C:6]([C:8](=[O:10])[CH3:9])[CH:7]=1. The catalyst is C(O)(C)C.[Cu]I.O.